Task: Predict the reactants needed to synthesize the given product.. Dataset: Full USPTO retrosynthesis dataset with 1.9M reactions from patents (1976-2016) Given the product [CH3:1][CH:2]([O:6][C:14]1[N:15]=[CH:16][C:17]([C:20]([OH:22])=[O:21])=[N:18][CH:19]=1)[C:3]#[C:4][CH3:5], predict the reactants needed to synthesize it. The reactants are: [CH3:1][CH:2]([OH:6])[C:3]#[C:4][CH3:5].CC(C)([O-])C.[K+].Cl[C:14]1[N:15]=[CH:16][C:17]([C:20]([OH:22])=[O:21])=[N:18][CH:19]=1.Cl.